Dataset: Peptide-MHC class I binding affinity with 185,985 pairs from IEDB/IMGT. Task: Regression. Given a peptide amino acid sequence and an MHC pseudo amino acid sequence, predict their binding affinity value. This is MHC class I binding data. (1) The peptide sequence is VLQWASLAV. The MHC is HLA-A11:01 with pseudo-sequence HLA-A11:01. The binding affinity (normalized) is 0. (2) The peptide sequence is MHPAQTSQW. The MHC is Mamu-B52 with pseudo-sequence Mamu-B52. The binding affinity (normalized) is 0.263. (3) The peptide sequence is ITDQVPFSV. The MHC is HLA-A02:01 with pseudo-sequence HLA-A02:01. The binding affinity (normalized) is 0.630. (4) The peptide sequence is FLPSDYFPSV. The MHC is Mamu-B17 with pseudo-sequence Mamu-B17. The binding affinity (normalized) is 0. (5) The peptide sequence is MIAGVLFTF. The MHC is HLA-A23:01 with pseudo-sequence HLA-A23:01. The binding affinity (normalized) is 0.699. (6) The peptide sequence is AVRQFRASV. The MHC is HLA-B51:01 with pseudo-sequence HLA-B51:01. The binding affinity (normalized) is 0.0847.